Dataset: Peptide-MHC class I binding affinity with 185,985 pairs from IEDB/IMGT. Task: Regression. Given a peptide amino acid sequence and an MHC pseudo amino acid sequence, predict their binding affinity value. This is MHC class I binding data. (1) The peptide sequence is HIIDSFNIR. The MHC is HLA-A68:02 with pseudo-sequence HLA-A68:02. The binding affinity (normalized) is 0.107. (2) The peptide sequence is FTGWRDPGL. The MHC is HLA-B51:01 with pseudo-sequence HLA-B51:01. The binding affinity (normalized) is 0.0847. (3) The peptide sequence is FREVWKQLF. The MHC is HLA-B18:01 with pseudo-sequence HLA-B18:01. The binding affinity (normalized) is 0.0847. (4) The peptide sequence is ELDEIGEDV. The MHC is HLA-B58:01 with pseudo-sequence HLA-B58:01. The binding affinity (normalized) is 0.0847. (5) The peptide sequence is CKNFLKQVY. The MHC is HLA-A24:02 with pseudo-sequence HLA-A24:02. The binding affinity (normalized) is 0. (6) The peptide sequence is FYQVKTETTI. The MHC is HLA-B51:01 with pseudo-sequence HLA-B51:01. The binding affinity (normalized) is 0.156.